This data is from Full USPTO retrosynthesis dataset with 1.9M reactions from patents (1976-2016). The task is: Predict the reactants needed to synthesize the given product. (1) Given the product [F:20][C:17]1[CH:18]=[CH:19][C:14]([C:12]([C:9]2[CH:10]=[CH:11][C:6]([O:5][CH2:1][CH2:2][C:3]#[C:4][C:30]3[CH:29]=[CH:28][C:27]([CH2:26][C@H:25]([O:41][CH3:42])[C:24]([OH:43])=[O:23])=[CH:32][CH:31]=3)=[CH:7][CH:8]=2)=[O:13])=[CH:15][CH:16]=1, predict the reactants needed to synthesize it. The reactants are: [CH2:1]([O:5][C:6]1[CH:11]=[CH:10][C:9]([C:12]([C:14]2[CH:19]=[CH:18][C:17]([F:20])=[CH:16][CH:15]=2)=[O:13])=[CH:8][CH:7]=1)[CH2:2][C:3]#[CH:4].C([O:23][C:24](=[O:43])[C@@H:25]([O:41][CH3:42])[CH2:26][C:27]1[CH:32]=[CH:31][C:30](OS(C(F)(F)F)(=O)=O)=[CH:29][CH:28]=1)C.[O-]S(C(F)(F)F)(=O)=O. (2) Given the product [CH2:1]([O:3][C:4]([N:6]1[CH2:11][CH2:10][N:9]([C:12](=[O:38])[C@@H:13]([NH:23][C:24]([C:26]2[CH:30]=[C:29]([O:31][CH:40]([C:41]([OH:43])=[O:42])[CH3:46])[N:28]([C:32]3[CH:33]=[CH:34][CH:35]=[CH:36][CH:37]=3)[N:27]=2)=[O:25])[CH2:14][CH2:15][C:16]([OH:18])=[O:17])[CH2:8][CH2:7]1)=[O:5])[CH3:2], predict the reactants needed to synthesize it. The reactants are: [CH2:1]([O:3][C:4]([N:6]1[CH2:11][CH2:10][N:9]([C:12](=[O:38])[C@@H:13]([NH:23][C:24]([C:26]2[CH:30]=[C:29]([OH:31])[N:28]([C:32]3[CH:37]=[CH:36][CH:35]=[CH:34][CH:33]=3)[N:27]=2)=[O:25])[CH2:14][CH2:15][C:16]([O:18]C(C)(C)C)=[O:17])[CH2:8][CH2:7]1)=[O:5])[CH3:2].Br[CH:40]([CH3:46])[C:41]([O:43]CC)=[O:42].C(=O)([O-])[O-].[Cs+].[Cs+].